This data is from Reaction yield outcomes from USPTO patents with 853,638 reactions. The task is: Predict the reaction yield, written as a fraction of the theoretical maximum amount of product (1.0 means a 100% yield; for example, 0.34 means a 34% yield). The reactants are [Cl:1][C:2]1[N:7]=[N:6][C:5]([CH:8]([CH3:14])[C:9]([O:11][CH2:12][CH3:13])=[O:10])=[CH:4][CH:3]=1.[CH3:15][Si](C)(C)[N-][Si](C)(C)C.[Li+].IC. The catalyst is C1COCC1. The product is [Cl:1][C:2]1[N:7]=[N:6][C:5]([C:8]([CH3:15])([CH3:14])[C:9]([O:11][CH2:12][CH3:13])=[O:10])=[CH:4][CH:3]=1. The yield is 0.950.